This data is from Reaction yield outcomes from USPTO patents with 853,638 reactions. The task is: Predict the reaction yield, written as a fraction of the theoretical maximum amount of product (1.0 means a 100% yield; for example, 0.34 means a 34% yield). (1) The reactants are BrC1C=CC(CC[OH:10])=C(C)C=1.[Br:12][C:13]1[CH:14]=[C:15]([CH2:23][CH3:24])[C:16]([CH:21]=[CH2:22])=[C:17]([CH2:19][CH3:20])[CH:18]=1.B1C2CCCC1CCC2. No catalyst specified. The product is [Br:12][C:13]1[CH:18]=[C:17]([CH2:19][CH3:20])[C:16]([CH2:21][CH2:22][OH:10])=[C:15]([CH2:23][CH3:24])[CH:14]=1. The yield is 0.580. (2) The reactants are [CH3:1][CH:2]([N:4]1[C:12](/[CH:13]=[CH:14]/[C@H:15]([OH:24])[CH2:16][C@H:17]([OH:23])[CH2:18][C:19]([O:21]C)=[O:20])=[C:11]([C:25]2[CH:30]=[CH:29][C:28]([F:31])=[CH:27][CH:26]=2)[C:10]2[C:5]1=[CH:6][CH:7]=[CH:8][CH:9]=2)[CH3:3].[OH-].[Na+:33]. The catalyst is O. The product is [CH3:3][CH:2]([N:4]1[C:12](/[CH:13]=[CH:14]/[CH:15]([OH:24])[CH2:16][CH:17]([OH:23])[CH2:18][C:19]([O-:21])=[O:20])=[C:11]([C:25]2[CH:26]=[CH:27][C:28]([F:31])=[CH:29][CH:30]=2)[C:10]2[CH:9]=[CH:8][CH:7]=[CH:6][C:5]1=2)[CH3:1].[Na+:33]. The yield is 0.120. (3) The reactants are [C:1]([C:3]1[CH:4]=[C:5](B(O)O)[CH:6]=[CH:7][CH:8]=1)#[N:2].[NH2:12][C:13]1[N:14]=[C:15]([N:24]2[CH2:29][CH2:28][N:27]([C:30](=[O:40])[CH2:31][O:32][C:33]3[CH:38]=[CH:37][C:36]([Cl:39])=[CH:35][CH:34]=3)[CH2:26][CH2:25]2)[C:16]2[N:22]=[C:21](Cl)[CH:20]=[CH:19][C:17]=2[N:18]=1. No catalyst specified. The product is [NH2:12][C:13]1[N:14]=[C:15]([N:24]2[CH2:29][CH2:28][N:27]([C:30](=[O:40])[CH2:31][O:32][C:33]3[CH:38]=[CH:37][C:36]([Cl:39])=[CH:35][CH:34]=3)[CH2:26][CH2:25]2)[C:16]2[N:22]=[C:21]([C:7]3[CH:6]=[CH:5][CH:4]=[C:3]([C:1]#[N:2])[CH:8]=3)[CH:20]=[CH:19][C:17]=2[N:18]=1. The yield is 0.890. (4) No catalyst specified. The product is [C:24]([NH:27][CH2:28][CH2:29][NH:30][C:19](=[O:21])[C:18]1[CH:22]=[CH:23][C:15]([O:14][CH2:13][C:12]2[C:8]([C:5]3[CH:4]=[CH:3][C:2]([Cl:1])=[CH:7][CH:6]=3)=[N:9][O:10][CH:11]=2)=[N:16][CH:17]=1)(=[O:26])[CH3:25]. The yield is 0.480. The reactants are [Cl:1][C:2]1[CH:7]=[CH:6][C:5]([C:8]2[C:12]([CH2:13][O:14][C:15]3[CH:23]=[CH:22][C:18]([C:19]([OH:21])=O)=[CH:17][N:16]=3)=[CH:11][O:10][N:9]=2)=[CH:4][CH:3]=1.[C:24]([NH:27][CH2:28][CH2:29][NH2:30])(=[O:26])[CH3:25]. (5) The yield is 0.740. The catalyst is CN(C)C=O. The product is [C:8]([C:5]1[N:6]=[CH:7][C:2]([N:13]2[CH2:12][CH2:11][N:10]([C:16]([O:18][C:19]([CH3:22])([CH3:21])[CH3:20])=[O:17])[CH2:15][CH2:14]2)=[CH:3][CH:4]=1)#[N:9]. The reactants are Br[C:2]1[CH:3]=[CH:4][C:5]([C:8]#[N:9])=[N:6][CH:7]=1.[N:10]1([C:16]([O:18][C:19]([CH3:22])([CH3:21])[CH3:20])=[O:17])[CH2:15][CH2:14][NH:13][CH2:12][CH2:11]1.C(=O)([O-])[O-].[K+].[K+].C(OCC)(=O)C. (6) The reactants are C(OC([N:11]1[CH2:15][CH2:14][CH:13]([N:16](C(OCC2C=CC=CC=2)=O)[CH2:17][C:18](=[O:37])[N:19]2[CH2:23][CH2:22][CH2:21][CH:20]2[B:24]2[O:32][CH:31]3[C:26]([CH3:36])([CH:27]4[CH2:33][CH:29]([CH2:30]3)[C:28]4([CH3:35])[CH3:34])[O:25]2)[CH2:12]1)=O)C1C=CC=CC=1. The catalyst is C1(C)C=CC=CC=1.CO.[Pd]. The product is [NH:11]1[CH2:15][CH2:14][C@@H:13]([NH:16][CH2:17][C:18]([N:19]2[CH2:23][CH2:22][CH2:21][C@H:20]2[B:24]2[O:32][C@H:31]3[C@:26]([CH3:36])([C@H:27]4[CH2:33][C@@H:29]([CH2:30]3)[C:28]4([CH3:35])[CH3:34])[O:25]2)=[O:37])[CH2:12]1. The yield is 0.780. (7) No catalyst specified. The reactants are [C:1](O)(=O)[C:2]1[C:3](=[CH:6][CH:7]=[CH:8][CH:9]=1)[CH:4]=[O:5].[CH2:12]([O:14][C:15]1[CH:20]=[CH:19][CH:18]=[CH:17][C:16]=1[CH2:21][NH2:22])[CH3:13].[CH3:23][C:24]1[CH:29]=[CH:28][CH:27]=[C:26]([CH3:30])[C:25]=1[N+:31]#[C-:32].C[OH:34]. The product is [CH3:23][C:24]1[CH:29]=[CH:28][CH:27]=[C:26]([CH3:30])[C:25]=1[NH:31][C:32]([CH:1]1[C:2]2[C:3](=[CH:6][CH:7]=[CH:8][CH:9]=2)[C:4](=[O:5])[N:22]1[CH2:21][C:16]1[CH:17]=[CH:18][CH:19]=[CH:20][C:15]=1[O:14][CH2:12][CH3:13])=[O:34]. The yield is 0.740.